Dataset: Forward reaction prediction with 1.9M reactions from USPTO patents (1976-2016). Task: Predict the product of the given reaction. (1) Given the reactants C[N+]1([O-])CC[O:5]CC1.O.[Cl:10][C:11]1[CH:12]=[C:13]([C@@H:21]([CH2:33][CH:34]2[CH2:38][CH2:37][CH2:36][CH2:35]2)[C:22]([NH:24][C:25]2[CH:30]=[N:29]C(C=C)=[CH:27][N:26]=2)=[O:23])[CH:14]=[CH:15][C:16]=1[S:17]([CH3:20])(=[O:19])=[O:18].[CH3:39][C:40]([CH3:42])=[O:41], predict the reaction product. The product is: [Cl:10][C:11]1[CH:12]=[C:13]([C@@H:21]([CH2:33][CH:34]2[CH2:38][CH2:37][CH2:36][CH2:35]2)[C:22]([NH:24][C:25]2[CH:30]=[N:29][C:39]([CH:40]([OH:41])[CH2:42][OH:5])=[CH:27][N:26]=2)=[O:23])[CH:14]=[CH:15][C:16]=1[S:17]([CH3:20])(=[O:19])=[O:18]. (2) Given the reactants C[O:2][C:3](=[O:42])[CH2:4][CH2:5][C:6]([C:8]1[C:16]2[C:11](=[CH:12][CH:13]=[C:14]([Br:17])[CH:15]=2)[N:10]([C:18]2[N:27]=[C:26]([NH:28][C:29]3[CH:34]=[CH:33][C:32]([O:35][CH3:36])=[CH:31][CH:30]=3)[C:25]3[C:20](=[CH:21][CH:22]=[C:23]([C:37]4[O:38][CH:39]=[CH:40][CH:41]=4)[CH:24]=3)[N:19]=2)[CH:9]=1)=[O:7].[OH-].[Na+].O, predict the reaction product. The product is: [Br:17][C:14]1[CH:15]=[C:16]2[C:11](=[CH:12][CH:13]=1)[N:10]([C:18]1[N:27]=[C:26]([NH:28][C:29]3[CH:34]=[CH:33][C:32]([O:35][CH3:36])=[CH:31][CH:30]=3)[C:25]3[C:20](=[CH:21][CH:22]=[C:23]([C:37]4[O:38][CH:39]=[CH:40][CH:41]=4)[CH:24]=3)[N:19]=1)[CH:9]=[C:8]2[C:6](=[O:7])[CH2:5][CH2:4][C:3]([OH:42])=[O:2]. (3) Given the reactants CN(C)C=O.[CH2:6]([CH:8]1[O:10][CH2:9]1)Br.C(=O)([O-])[O-].[K+].[K+].[NH2:17][C:18]1[CH:37]=[CH:36][C:21]([O:22][C:23]2[C:32]3[C:27](=[CH:28][C:29]([OH:35])=[C:30]([C:33]#[N:34])[CH:31]=3)[N:26]=[CH:25][CH:24]=2)=[CH:20][C:19]=1[F:38], predict the reaction product. The product is: [NH2:17][C:18]1[CH:37]=[CH:36][C:21]([O:22][C:23]2[C:32]3[C:27](=[CH:28][C:29]([O:35][CH2:6][CH:8]4[CH2:9][O:10]4)=[C:30]([C:33]#[N:34])[CH:31]=3)[N:26]=[CH:25][CH:24]=2)=[CH:20][C:19]=1[F:38]. (4) Given the reactants [N+:1]([C:4]1[CH:5]=[CH:6][C:7]([O:10][CH2:11][C:12]([F:17])([F:16])[CH:13]([F:15])[F:14])=[N:8][CH:9]=1)([O-])=O, predict the reaction product. The product is: [F:17][C:12]([F:16])([CH:13]([F:15])[F:14])[CH2:11][O:10][C:7]1[N:8]=[CH:9][C:4]([NH2:1])=[CH:5][CH:6]=1. (5) Given the reactants [CH2:1]([O:3][C:4](=[O:17])[CH2:5][O:6][CH:7]1[CH2:12][CH2:11][N:10]([CH2:13][C:14]([OH:16])=O)[CH2:9][CH2:8]1)[CH3:2].Cl.[N:19]1[CH:24]=[CH:23][C:22]([N:25]2[CH2:29][CH2:28][C:27]3([CH2:34][CH2:33][NH:32][CH2:31][CH2:30]3)[CH2:26]2)=[CH:21][CH:20]=1.CN(C(ON1N=NC2C=CC=NC1=2)=[N+](C)C)C.F[P-](F)(F)(F)(F)F.CCN(C(C)C)C(C)C, predict the reaction product. The product is: [O:16]=[C:14]([N:32]1[CH2:31][CH2:30][C:27]2([CH2:26][N:25]([C:22]3[CH:21]=[CH:20][N:19]=[CH:24][CH:23]=3)[CH2:29][CH2:28]2)[CH2:34][CH2:33]1)[CH2:13][N:10]1[CH2:9][CH2:8][CH:7]([O:6][CH2:5][C:4]([O:3][CH2:1][CH3:2])=[O:17])[CH2:12][CH2:11]1.